This data is from hERG Central: cardiac toxicity at 1µM, 10µM, and general inhibition. The task is: Predict hERG channel inhibition at various concentrations. The compound is COc1cccc2sc(N(CCCN(C)C)C(=O)c3ccc(S(=O)(=O)N4CCCc5ccccc54)cc3)nc12.Cl. Results: hERG_inhib (hERG inhibition (general)): blocker.